This data is from Full USPTO retrosynthesis dataset with 1.9M reactions from patents (1976-2016). The task is: Predict the reactants needed to synthesize the given product. (1) Given the product [F:1][C:2]1[CH:7]=[CH:6][C:5]([CH2:8][C:9]([O:11][CH3:12])=[O:10])=[C:4]([C:26]#[C:25][Si:22]([CH3:24])([CH3:23])[CH3:21])[CH:3]=1, predict the reactants needed to synthesize it. The reactants are: [F:1][C:2]1[CH:7]=[CH:6][C:5]([CH2:8][C:9]([O:11][CH3:12])=[O:10])=[C:4](I)[CH:3]=1.C(N(CC)CC)C.[CH3:21][Si:22]([C:25]#[CH:26])([CH3:24])[CH3:23]. (2) Given the product [F:1][C:2]([F:15])([F:16])[C:3]1[CH:4]=[CH:5][C:6]([C:9]#[C:10]/[CH:11]=[CH:12]/[CH:13]=[O:14])=[CH:7][CH:8]=1, predict the reactants needed to synthesize it. The reactants are: [F:1][C:2]([F:16])([F:15])[C:3]1[CH:8]=[CH:7][C:6]([C:9]#[C:10]/[CH:11]=[CH:12]/[CH2:13][OH:14])=[CH:5][CH:4]=1. (3) Given the product [Cl:22][C:23]1[CH:24]=[C:25]([CH2:30][CH2:31][C@H:32]2[C:41]3[C:36](=[CH:37][C:38]([O:44][CH3:45])=[C:39]([O:42][CH3:43])[CH:40]=3)[CH2:35][CH2:34][N:33]2[C@H:4]([C:5]2[CH:6]=[CH:7][CH:8]=[CH:9][CH:10]=2)[C:1]([NH2:2])=[O:3])[CH:26]=[CH:27][C:28]=1[CH3:29], predict the reactants needed to synthesize it. The reactants are: [C:1]([CH:4](OS(C1C=CC(C)=CC=1)(=O)=O)[C:5]1[CH:10]=[CH:9][CH:8]=[CH:7][CH:6]=1)(=[O:3])[NH2:2].[Cl:22][C:23]1[CH:24]=[C:25]([CH2:30][CH2:31][C@H:32]2[C:41]3[C:36](=[CH:37][C:38]([O:44][CH3:45])=[C:39]([O:42][CH3:43])[CH:40]=3)[CH2:35][CH2:34][NH:33]2)[CH:26]=[CH:27][C:28]=1[CH3:29]. (4) Given the product [C:14]([O:13][C:4]1[CH:3]=[C:2]([Br:1])[C:11]([CH3:12])=[CH:10][C:5]=1[C:6]([O:8][CH3:9])=[O:7])(=[O:16])[CH3:15], predict the reactants needed to synthesize it. The reactants are: [Br:1][C:2]1[C:11]([CH3:12])=[CH:10][C:5]([C:6]([O:8][CH3:9])=[O:7])=[C:4]([OH:13])[CH:3]=1.[C:14](OC(=O)C)(=[O:16])[CH3:15]. (5) Given the product [CH2:22]([O:24][C:25](=[O:47])[CH2:26][CH2:27][C:28]1[CH:33]=[CH:32][C:31]([O:34][C:35]2[CH:40]=[C:39]([CH3:41])[CH:38]=[C:37]([CH:42]([OH:8])[CH3:43])[CH:36]=2)=[CH:30][C:29]=1[CH2:45][CH3:46])[CH3:23], predict the reactants needed to synthesize it. The reactants are: B1(C)[O:8]C(C2C=CC=CC=2)(C2C=CC=CC=2)[C@@H]2N1CCC2.[CH2:22]([O:24][C:25](=[O:47])[CH2:26][CH2:27][C:28]1[CH:33]=[CH:32][C:31]([O:34][C:35]2[CH:40]=[C:39]([CH3:41])[CH:38]=[C:37]([CH:42](N)[CH3:43])[CH:36]=2)=[CH:30][C:29]=1[CH2:45][CH3:46])[CH3:23]. (6) Given the product [Br:1][C:2]1[CH:3]=[CH:4][C:5]([CH2:8][CH2:9][C:10]([NH:23][CH2:21][CH:22]([OH:40])[CH2:17][C:33]([CH3:34])([CH3:35])[CH2:13][CH3:14])=[O:12])=[N:6][CH:7]=1, predict the reactants needed to synthesize it. The reactants are: [Br:1][C:2]1[CH:3]=[CH:4][C:5]([CH2:8][CH2:9][C:10]([OH:12])=O)=[N:6][CH:7]=1.[CH2:13](Cl)[CH2:14]Cl.[CH:17]1[CH:17]=[CH:22][C:21]2[N:23](O)N=[N:23][C:21]=2[CH:22]=1.C(N([CH:33]([CH3:35])[CH3:34])CC)(C)C.CN(C=[O:40])C. (7) Given the product [CH2:2]([C:3]1[N:22]([CH2:21][CH2:20][O:19][CH2:18][CH2:17][S:14]([CH3:13])(=[O:16])=[O:15])[C:23]2[C:32]3[CH:31]=[CH:30][CH:29]=[CH:28][C:27]=3[N:26]=[CH:25][C:24]=2[N:33]=1)[CH3:1], predict the reactants needed to synthesize it. The reactants are: [C:1](OCC)(OCC)(OCC)[CH2:2][CH3:3].[CH3:13][S:14]([CH2:17][CH2:18][O:19][CH2:20][CH2:21][NH:22][C:23]1[C:32]2[C:27](=[CH:28][CH:29]=[CH:30][CH:31]=2)[N:26]=[CH:25][C:24]=1[NH2:33])(=[O:16])=[O:15].Cl.N1C=CC=CC=1. (8) Given the product [CH3:18][N:2]([CH3:1])[C:3]1[CH:17]=[CH:16][C:6]2[N:7]=[C:8]([CH2:10][C:11]([NH:22][C:21]3[CH:23]=[CH:24][CH:25]=[CH:26][C:20]=3[C:19]#[N:27])=[O:13])[NH:9][C:5]=2[CH:4]=1, predict the reactants needed to synthesize it. The reactants are: [CH3:1][N:2]([CH3:18])[C:3]1[CH:17]=[CH:16][C:6]2[N:7]=[C:8]([CH2:10][C:11]([O:13]CC)=O)[NH:9][C:5]=2[CH:4]=1.[C:19](#[N:27])[C:20]1[C:21](=[CH:23][CH:24]=[CH:25][CH:26]=1)[NH2:22]. (9) Given the product [NH2:8][C@H:9]([C:40]1[CH:45]=[CH:44][CH:43]=[CH:42][CH:41]=1)[CH2:10][N:11]1[C:16](=[O:17])[C:15]([C:18]2[CH:23]=[CH:22][CH:21]=[C:20]([O:24][CH3:25])[C:19]=2[Cl:26])=[CH:14][N:13]([CH2:27][C:28]2[C:33]([C:34]([F:36])([F:35])[F:37])=[CH:32][CH:31]=[CH:30][C:29]=2[F:38])[C:12]1=[O:39], predict the reactants needed to synthesize it. The reactants are: C(OC([NH:8][C@H:9]([C:40]1[CH:45]=[CH:44][CH:43]=[CH:42][CH:41]=1)[CH2:10][N:11]1[C:16](=[O:17])[C:15]([C:18]2[CH:23]=[CH:22][CH:21]=[C:20]([O:24][CH3:25])[C:19]=2[Cl:26])=[CH:14][N:13]([CH2:27][C:28]2[C:33]([C:34]([F:37])([F:36])[F:35])=[CH:32][CH:31]=[CH:30][C:29]=2[F:38])[C:12]1=[O:39])=O)(C)(C)C.C(O)(C(F)(F)F)=O.